This data is from Forward reaction prediction with 1.9M reactions from USPTO patents (1976-2016). The task is: Predict the product of the given reaction. (1) Given the reactants [Cl:1][C:2]1[N:7]=[CH:6][C:5]([NH2:8])=[CH:4][CH:3]=1.CO[CH:11]=[C:12]1[C:17](=[O:18])[O:16][C:15]([CH3:20])([CH3:19])[O:14][C:13]1=[O:21], predict the reaction product. The product is: [Cl:1][C:2]1[N:7]=[CH:6][C:5]([NH:8][CH:11]=[C:12]2[C:13](=[O:21])[O:14][C:15]([CH3:19])([CH3:20])[O:16][C:17]2=[O:18])=[CH:4][CH:3]=1. (2) Given the reactants [N:1]1[C:9]2[CH2:8][CH:7](C(O)=O)[CH2:6][C:5]=2[CH:4]=[CH:3][CH:2]=1.CC[N:15]([CH2:18]C)CC.[CH3:20][C:21]([OH:24])([CH3:23])[CH3:22].C1C=CC(P(N=[N+]=[N-])(C2C=CC=CC=2)=[O:32])=CC=1, predict the reaction product. The product is: [C:21]([O:24][C:18](=[O:32])[NH:15][CH:7]1[CH2:8][C:9]2[N:1]=[CH:2][CH:3]=[CH:4][C:5]=2[CH2:6]1)([CH3:23])([CH3:22])[CH3:20]. (3) Given the reactants [NH2:1][C:2]1[CH:3]=[N:4][CH:5]=[CH:6][C:7]=1[N:8]1[CH2:13][C@H:12]([CH3:14])[CH2:11][C@H:10]([NH:15][C:16](=[O:22])[O:17][C:18]([CH3:21])([CH3:20])[CH3:19])[CH2:9]1.[C:23]([O:27][C:28]([NH:30][C:31]1[O:39][C:38]2[C:33](=[N:34][CH:35]=[C:36]([CH:40]=[CH2:41])[CH:37]=2)[C:32]=1[C:42](O)=[O:43])=[O:29])([CH3:26])([CH3:25])[CH3:24].CCN(C(C)C)C(C)C.CN(C(ON1N=NC2C=CC=NC1=2)=[N+](C)C)C.F[P-](F)(F)(F)(F)F, predict the reaction product. The product is: [C:18]([O:17][C:16]([NH:15][C@H:10]1[CH2:11][C@@H:12]([CH3:14])[CH2:13][N:8]([C:7]2[CH:6]=[CH:5][N:4]=[CH:3][C:2]=2[NH:1][C:42]([C:32]2[C:33]3=[N:34][CH:35]=[C:36]([CH:40]=[CH2:41])[CH:37]=[C:38]3[O:39][C:31]=2[NH:30][C:28](=[O:29])[O:27][C:23]([CH3:26])([CH3:25])[CH3:24])=[O:43])[CH2:9]1)=[O:22])([CH3:21])([CH3:20])[CH3:19]. (4) Given the reactants Br[C:2]1[C:11]2[C:6](=[C:7]([Cl:13])[CH:8]=[C:9]([OH:12])[CH:10]=2)[N:5]=[C:4]([C:14]2[CH:19]=[CH:18][C:17]([OH:20])=[C:16]([F:21])[CH:15]=2)[CH:3]=1.[CH2:22]([Sn](CCCC)(CCCC)C=C)[CH2:23]CC, predict the reaction product. The product is: [Cl:13][C:7]1[CH:8]=[C:9]([OH:12])[CH:10]=[C:11]2[C:6]=1[N:5]=[C:4]([C:14]1[CH:19]=[CH:18][C:17]([OH:20])=[C:16]([F:21])[CH:15]=1)[CH:3]=[C:2]2[CH:22]=[CH2:23]. (5) Given the reactants [OH:1][C:2]1C=[CH:4][CH:5]=[C:6]2[C:11]=1[CH:10]=[C:9]([C:12]([O:14][CH3:15])=[O:13])[CH:8]=[CH:7]2.S(Cl)([Cl:19])(=O)=O.[CH:21]([Cl:24])(Cl)Cl, predict the reaction product. The product is: [Cl:19][C:5]1[CH:4]=[C:21]([Cl:24])[C:2]([OH:1])=[C:11]2[C:6]=1[CH:7]=[CH:8][C:9]([C:12]([O:14][CH3:15])=[O:13])=[CH:10]2. (6) Given the reactants [CH2:1]([O:3][C:4]([N:6]1[CH2:11][CH2:10][N:9]([C:12]([CH:14]([C:26]([NH:28][C:29]2[CH:38]=[CH:37][C:36]3[C:31](=[CH:32][CH:33]=[CH:34][CH:35]=3)[CH:30]=2)=[O:27])[CH2:15][C:16]2[CH:21]=[CH:20][CH:19]=[C:18]([C:22]([O:24]C)=[O:23])[CH:17]=2)=[O:13])[CH2:8][CH2:7]1)=[O:5])[CH3:2].[Li+].[OH-], predict the reaction product. The product is: [CH2:1]([O:3][C:4]([N:6]1[CH2:11][CH2:10][N:9]([C:12]([CH:14]([C:26]([NH:28][C:29]2[CH:38]=[CH:37][C:36]3[C:31](=[CH:32][CH:33]=[CH:34][CH:35]=3)[CH:30]=2)=[O:27])[CH2:15][C:16]2[CH:21]=[CH:20][CH:19]=[C:18]([C:22]([OH:24])=[O:23])[CH:17]=2)=[O:13])[CH2:8][CH2:7]1)=[O:5])[CH3:2].